Dataset: Forward reaction prediction with 1.9M reactions from USPTO patents (1976-2016). Task: Predict the product of the given reaction. (1) Given the reactants [Cl:1][CH2:2][C:3]1[C:8]([CH3:9])=[C:7]([CH2:10]Cl)[C:6]([CH3:12])=[CH:5][C:4]=1[CH3:13].[NH2:14][C:15]([NH2:17])=[S:16], predict the reaction product. The product is: [ClH:1].[ClH:1].[CH3:9][C:8]1[C:3]([CH2:2][NH:14][C:15]([SH:16])=[NH:17])=[C:4]([CH3:13])[CH:5]=[C:6]([CH3:12])[C:7]=1[CH2:10][NH:17][C:15]([SH:16])=[NH:14]. (2) The product is: [CH3:33][NH:34][C:2]1[C:7]([CH:8]2[CH2:13][CH2:12][N:11]([CH:14]3[CH2:20][CH2:19][CH2:18][N:17]([C:21]([O:23][CH2:24][CH3:25])=[O:22])[CH2:16][CH2:15]3)[CH2:10][CH2:9]2)=[CH:6][CH:5]=[CH:4][N:3]=1. Given the reactants Cl[C:2]1[C:7]([CH:8]2[CH2:13][CH2:12][N:11]([CH:14]3[CH2:20][CH2:19][CH2:18][N:17]([C:21]([O:23][CH2:24][CH3:25])=[O:22])[CH2:16][CH2:15]3)[CH2:10][CH2:9]2)=[CH:6][CH:5]=[CH:4][N:3]=1.C(=O)([O-])[O-].[Cs+].[Cs+].Cl.[CH3:33][NH2:34].C1C=CC(P(C2C(C3C(P(C4C=CC=CC=4)C4C=CC=CC=4)=CC=C4C=3C=CC=C4)=C3C(C=CC=C3)=CC=2)C2C=CC=CC=2)=CC=1, predict the reaction product. (3) Given the reactants C(N(CC)CC)C.[C:8](Cl)(=[O:16])[O:9][C:10]1[CH:15]=[CH:14][CH:13]=[CH:12][CH:11]=1.[F:18][C:19]1[CH:29]=[CH:28][C:22]([O:23][CH2:24][CH2:25][CH2:26][NH2:27])=[C:21]([N+:30]([O-:32])=[O:31])[CH:20]=1, predict the reaction product. The product is: [F:18][C:19]1[CH:29]=[CH:28][C:22]([O:23][CH2:24][CH2:25][CH2:26][NH:27][C:8](=[O:16])[O:9][C:10]2[CH:15]=[CH:14][CH:13]=[CH:12][CH:11]=2)=[C:21]([N+:30]([O-:32])=[O:31])[CH:20]=1. (4) Given the reactants [BH4-].[Na+].[C:3]([O:7][C:8]([NH:10][C@H:11]([CH2:22][C:23]([O:25][C:26]([CH3:29])([CH3:28])[CH3:27])=[O:24])[C:12](ON1C(=O)CCC1=O)=[O:13])=[O:9])([CH3:6])([CH3:5])[CH3:4].[Cl-].[NH4+], predict the reaction product. The product is: [C:3]([O:7][C:8]([NH:10][C@@H:11]([CH2:12][OH:13])[CH2:22][C:23]([O:25][C:26]([CH3:29])([CH3:28])[CH3:27])=[O:24])=[O:9])([CH3:5])([CH3:4])[CH3:6]. (5) Given the reactants [CH:1]([C:4]1[CH:9]=[CH:8][C:7]([S:10]([NH:13][C:14]2[CH:15]=[C:16]3[C:21](=[CH:22][CH:23]=2)[O:20][CH2:19][CH:18]([NH:24][C:25](=O)[CH2:26][CH3:27])[CH2:17]3)(=[O:12])=[O:11])=[CH:6][CH:5]=1)([CH3:3])[CH3:2].[H-].[H-].[H-].[H-].[Li+].[Al+3], predict the reaction product. The product is: [CH:1]([C:4]1[CH:5]=[CH:6][C:7]([S:10]([NH:13][C:14]2[CH:15]=[C:16]3[C:21](=[CH:22][CH:23]=2)[O:20][CH2:19][CH:18]([NH:24][CH2:25][CH2:26][CH3:27])[CH2:17]3)(=[O:11])=[O:12])=[CH:8][CH:9]=1)([CH3:3])[CH3:2]. (6) Given the reactants [S:1]1[CH:5]=[CH:4][C:3](B(O)O)=[CH:2]1.O.[C:10]([OH:14])(=[O:13])[CH:11]=O.[NH:15]1[CH2:18][CH2:17][CH2:16]1, predict the reaction product. The product is: [N:15]1([CH:11]([C:3]2[CH:4]=[CH:5][S:1][CH:2]=2)[C:10]([OH:14])=[O:13])[CH2:18][CH2:17][CH2:16]1. (7) The product is: [Cl:8][C:7]1[C:2]([NH:1][CH2:25][C:24]2[CH:27]=[CH:28][C:29]([O:31][CH3:32])=[CH:30][C:23]=2[O:22][CH3:21])=[C:3]([CH:9]([C:11]2[CH:16]=[CH:15][CH:14]=[C:13]([O:17][CH3:18])[C:12]=2[O:19][CH3:20])[OH:10])[CH:4]=[CH:5][CH:6]=1. Given the reactants [NH2:1][C:2]1[C:7]([Cl:8])=[CH:6][CH:5]=[CH:4][C:3]=1[CH:9]([C:11]1[CH:16]=[CH:15][CH:14]=[C:13]([O:17][CH3:18])[C:12]=1[O:19][CH3:20])[OH:10].[CH3:21][O:22][C:23]1[CH:30]=[C:29]([O:31][CH3:32])[CH:28]=[CH:27][C:24]=1[CH:25]=O.[BH4-].[Na+], predict the reaction product.